This data is from Full USPTO retrosynthesis dataset with 1.9M reactions from patents (1976-2016). The task is: Predict the reactants needed to synthesize the given product. (1) Given the product [ClH:28].[CH3:14][C:12]1([CH3:15])[CH2:13][C:8]([CH3:7])([CH3:27])[CH2:9][C:10]([N:21]2[CH2:26][CH2:25][CH2:24][CH2:23][CH2:22]2)([CH2:16][C:17]#[CH:18])[CH2:11]1, predict the reactants needed to synthesize it. The reactants are: S(=O)(=O)(O)O.Cl.[CH3:7][C:8]1([CH3:27])[CH2:13][C:12]([CH3:15])([CH3:14])[CH2:11][C:10]([N:21]2[CH2:26][CH2:25][CH2:24][CH2:23][CH2:22]2)([CH2:16][CH:17]=[C:18](C)C)[CH2:9]1.[Cl:28]CC#N.[OH-].[Na+]. (2) Given the product [CH2:32]([O:39][C:40](=[O:48])[CH2:41][C@@H:42]([NH:47][C:14](=[O:16])[CH2:13][CH2:12][CH2:11][CH2:10][CH2:9][CH2:8][CH2:7][O:6][CH2:5][C:4]1[CH:17]=[CH:18][C:19]([F:20])=[C:2]([F:1])[CH:3]=1)[CH2:43][N:44]([CH3:45])[CH3:46])[C:33]1[CH:38]=[CH:37][CH:36]=[CH:35][CH:34]=1, predict the reactants needed to synthesize it. The reactants are: [F:1][C:2]1[CH:3]=[C:4]([CH:17]=[CH:18][C:19]=1[F:20])[CH2:5][O:6][CH2:7][CH2:8][CH2:9][CH2:10][CH2:11][CH2:12][CH2:13][C:14]([OH:16])=O.C(N(CC)C(C)C)(C)C.Cl.Cl.[CH2:32]([O:39][C:40](=[O:48])[CH2:41][C@@H:42]([NH2:47])[CH2:43][N:44]([CH3:46])[CH3:45])[C:33]1[CH:38]=[CH:37][CH:36]=[CH:35][CH:34]=1. (3) The reactants are: C(CC1C=CC(N([C@H:14]2[C:23]3[C:18](=[CH:19][CH:20]=[CH:21][CH:22]=3)[N:17]([C:24](=[O:33])[C:25]3[CH:30]=[CH:29][C:28]([O:31][CH3:32])=[CH:27][CH:26]=3)[C@@H:16]([CH3:34])[CH2:15]2)C(=O)C)=CC=1)#N.[C:35]([NH2:38])(=[O:37])[CH3:36].CN(C)C1C=C[C:44]([C:45](Cl)=[O:46])=CC=1.Cl[C:52]1[CH:57]=[CH:56][C:55](B(O)O)=[CH:54][CH:53]=1.[OH-:61].[K+]. Given the product [C:35]([N:38]([C@H:14]1[C:23]2[C:18](=[CH:19][CH:20]=[CH:21][CH:22]=2)[N:17]([C:24](=[O:33])[C:25]2[CH:30]=[CH:29][C:28]([O:31][CH3:32])=[CH:27][CH:26]=2)[C@@H:16]([CH3:34])[CH2:15]1)[C:52]1[CH:57]=[CH:56][C:55]([CH2:44][C:45]([OH:46])=[O:61])=[CH:54][CH:53]=1)(=[O:37])[CH3:36], predict the reactants needed to synthesize it. (4) Given the product [CH:29]([N:12]([CH2:13][CH2:14][NH:15][C:16]([O:18][CH2:19][C:20]1[CH:25]=[CH:24][C:23]([N+:26]([O-:28])=[O:27])=[CH:22][CH:21]=1)=[O:17])[C:11]([C:9]1[N:10]=[C:6]([N:4]2[CH2:5][CH:2]([O:1][S:34]([CH3:33])(=[O:36])=[O:35])[CH2:3]2)[S:7][CH:8]=1)=[O:32])([CH3:30])[CH3:31], predict the reactants needed to synthesize it. The reactants are: [OH:1][CH:2]1[CH2:5][N:4]([C:6]2[S:7][CH:8]=[C:9]([C:11](=[O:32])[N:12]([CH:29]([CH3:31])[CH3:30])[CH2:13][CH2:14][NH:15][C:16]([O:18][CH2:19][C:20]3[CH:25]=[CH:24][C:23]([N+:26]([O-:28])=[O:27])=[CH:22][CH:21]=3)=[O:17])[N:10]=2)[CH2:3]1.[CH3:33][S:34](Cl)(=[O:36])=[O:35].C(N(CC)CC)C.